This data is from NCI-60 drug combinations with 297,098 pairs across 59 cell lines. The task is: Regression. Given two drug SMILES strings and cell line genomic features, predict the synergy score measuring deviation from expected non-interaction effect. (1) Synergy scores: CSS=56.7, Synergy_ZIP=12.5, Synergy_Bliss=13.3, Synergy_Loewe=-26.5, Synergy_HSA=10.2. Drug 2: CC1=C(C=C(C=C1)NC(=O)C2=CC=C(C=C2)CN3CCN(CC3)C)NC4=NC=CC(=N4)C5=CN=CC=C5. Cell line: BT-549. Drug 1: CCC1=CC2CC(C3=C(CN(C2)C1)C4=CC=CC=C4N3)(C5=C(C=C6C(=C5)C78CCN9C7C(C=CC9)(C(C(C8N6C)(C(=O)OC)O)OC(=O)C)CC)OC)C(=O)OC.C(C(C(=O)O)O)(C(=O)O)O. (2) Drug 1: CN1C2=C(C=C(C=C2)N(CCCl)CCCl)N=C1CCCC(=O)O.Cl. Drug 2: COCCOC1=C(C=C2C(=C1)C(=NC=N2)NC3=CC=CC(=C3)C#C)OCCOC.Cl. Cell line: MALME-3M. Synergy scores: CSS=3.02, Synergy_ZIP=0.330, Synergy_Bliss=0.580, Synergy_Loewe=-0.134, Synergy_HSA=-0.524.